The task is: Predict the reaction yield, written as a fraction of the theoretical maximum amount of product (1.0 means a 100% yield; for example, 0.34 means a 34% yield).. This data is from Reaction yield outcomes from USPTO patents with 853,638 reactions. The reactants are [CH3:1][O:2][C:3]1[C:4]([NH2:9])=[CH:5][CH:6]=[CH:7][CH:8]=1.CO[C:12]1[CH2:13][CH2:14][CH2:15][CH2:16][CH2:17][N:18]=1. No catalyst specified. The product is [CH3:1][O:2][C:3]1[CH:8]=[CH:7][CH:6]=[CH:5][C:4]=1[NH:9][C:12]1[CH2:13][CH2:14][CH2:15][CH2:16][CH2:17][N:18]=1. The yield is 0.200.